From a dataset of Reaction yield outcomes from USPTO patents with 853,638 reactions. Predict the reaction yield, written as a fraction of the theoretical maximum amount of product (1.0 means a 100% yield; for example, 0.34 means a 34% yield). (1) The reactants are [CH2:1]([C:3]([OH:24])([CH2:22][CH3:23])[CH2:4][C:5]1[CH:10]=[CH:9][C:8]([NH:11]C(=O)OCC2C=CC=CC=2)=[CH:7][CH:6]=1)[CH3:2]. The catalyst is [C].[Pd].O1CCCC1. The product is [NH2:11][C:8]1[CH:7]=[CH:6][C:5]([CH2:4][C:3]([OH:24])([CH2:1][CH3:2])[CH2:22][CH3:23])=[CH:10][CH:9]=1. The yield is 0.950. (2) The catalyst is CO.CO.C(Cl)(Cl)Cl. The product is [Cl:1][C:2]1[N:3]([C@@H:17]2[O:23][C@H:22]([CH2:24][OH:25])[C@@H:20]([OH:21])[C@H:18]2[OH:19])[C:4]2[C:9]([C:10]=1[C:11](=[O:14])[CH2:12][CH3:13])=[CH:8][C:7]([Cl:15])=[C:6]([Cl:16])[CH:5]=2. The reactants are [Cl:1][C:2]1[N:3]([C@@H:17]2[O:23][C@H:22]([CH2:24][O:25]C(=O)C)[C@@H:20]([OH:21])[C@H:18]2[OH:19])[C:4]2[C:9]([C:10]=1[C:11](=[O:14])[CH2:12][CH3:13])=[CH:8][C:7]([Cl:15])=[C:6]([Cl:16])[CH:5]=2.C[O-].[Na+]. The yield is 0.810. (3) The reactants are [OH:1][C:2]1[CH:9]=[CH:8][C:5]([CH2:6]Br)=[CH:4][CH:3]=1.[N:10]1([NH:15][C:16]2[CH:23]=[CH:22][C:19]([C:20]#[N:21])=[CH:18][CH:17]=2)[CH:14]=[CH:13][N:12]=[CH:11]1.C([O-])([O-])=O.[K+].[K+].O. The catalyst is C1COCC1. The product is [OH:1][C:2]1[CH:9]=[CH:8][C:5]([CH2:6][N:15]([C:16]2[CH:17]=[CH:18][C:19]([C:20]#[N:21])=[CH:22][CH:23]=2)[N:10]2[CH:14]=[CH:13][N:12]=[CH:11]2)=[CH:4][CH:3]=1. The yield is 0.410. (4) The reactants are [F:1][C:2]1[C:3]([NH:13][C:14]2[CH:19]=[CH:18][C:17](I)=[CH:16][C:15]=2[F:21])=[C:4]([CH:9]=[CH:10][C:11]=1[F:12])[C:5]([O:7]C)=[O:6].O1CCOCC1.[CH2:28]([Sn](CCCC)(CCCC)CCCC)[CH:29]=[CH2:30].Cl. The catalyst is CCO.[OH-].[Na+].O.C1C=CC([P]([Pd]([P](C2C=CC=CC=2)(C2C=CC=CC=2)C2C=CC=CC=2)([P](C2C=CC=CC=2)(C2C=CC=CC=2)C2C=CC=CC=2)[P](C2C=CC=CC=2)(C2C=CC=CC=2)C2C=CC=CC=2)(C2C=CC=CC=2)C2C=CC=CC=2)=CC=1. The product is [CH2:30]([C:17]1[CH:18]=[CH:19][C:14]([NH:13][C:3]2[C:2]([F:1])=[C:11]([F:12])[CH:10]=[CH:9][C:4]=2[C:5]([OH:7])=[O:6])=[C:15]([F:21])[CH:16]=1)[CH:29]=[CH2:28]. The yield is 0.720. (5) The reactants are [CH3:1][C:2]1([CH3:14])[C:6]([CH3:8])([CH3:7])[O:5][B:4]([C:9]2[CH:10]=[N:11][NH:12][CH:13]=2)[O:3]1.[CH3:15][O:16][C:17](=[O:22])[C:18](Br)([CH3:20])[CH3:19].C([O-])([O-])=O.[Cs+].[Cs+]. The catalyst is CN(C=O)C. The product is [CH3:15][O:16][C:17](=[O:22])[C:18]([CH3:20])([N:12]1[CH:13]=[C:9]([B:4]2[O:5][C:6]([CH3:7])([CH3:8])[C:2]([CH3:14])([CH3:1])[O:3]2)[CH:10]=[N:11]1)[CH3:19]. The yield is 0.630. (6) The reactants are [NH2:1][C@@H:2]([C:5]1[CH:6]=[N:7][CH:8]=[C:9]([CH:12]=1)[C:10]#[N:11])[CH2:3][CH3:4].[Cl:13][C:14]1[C:21]([C:22]#[C:23][Si](C)(C)C)=[C:20](F)[CH:19]=[CH:18][C:15]=1[C:16]#[N:17].C([O-])([O-])=O.[K+].[K+].C([O-])(O)=O.[Na+]. The catalyst is CN1C(=O)CCC1. The product is [Cl:13][C:14]1[C:15]([C:16]#[N:17])=[CH:18][CH:19]=[C:20]2[C:21]=1[CH:22]=[CH:23][N:1]2[C@@H:2]([C:5]1[CH:6]=[N:7][CH:8]=[C:9]([C:10]#[N:11])[CH:12]=1)[CH2:3][CH3:4]. The yield is 0.340. (7) The reactants are [F:1][C:2]1[C:10]([O:11]COC)=[CH:9][CH:8]=[C:7]([F:15])[C:3]=1[C:4]([OH:6])=[O:5].[CH3:16]O. No catalyst specified. The product is [F:1][C:2]1[C:10]([OH:11])=[CH:9][CH:8]=[C:7]([F:15])[C:3]=1[C:4]([O:6][CH3:16])=[O:5]. The yield is 1.00. (8) The reactants are [CH:1]1([C:4]([N:6]2[CH2:11][CH2:10][N:9]([C:12]([C:14]3[CH:19]=[CH:18][C:17]([CH:20]4[C:25]5=[N:26][NH:27][C:28](=[O:33])[C:29]6[CH:30]=[CH:31][CH:32]=[C:23]([C:24]=65)[NH:22][CH:21]4[C:34]4[CH:41]=[CH:40][C:37]([CH:38]=O)=[CH:36][CH:35]=4)=[CH:16][CH:15]=3)=[O:13])[CH2:8][CH2:7]2)=[O:5])[CH2:3][CH2:2]1.[CH3:42][NH:43][CH3:44].[BH4-].[Na+]. The catalyst is CO. The product is [CH:1]1([C:4]([N:6]2[CH2:7][CH2:8][N:9]([C:12]([C:14]3[CH:19]=[CH:18][C:17]([CH:20]4[C:25]5=[N:26][NH:27][C:28](=[O:33])[C:29]6[CH:30]=[CH:31][CH:32]=[C:23]([C:24]=65)[NH:22][CH:21]4[C:34]4[CH:41]=[CH:40][C:37]([CH2:38][N:43]([CH3:44])[CH3:42])=[CH:36][CH:35]=4)=[CH:16][CH:15]=3)=[O:13])[CH2:10][CH2:11]2)=[O:5])[CH2:3][CH2:2]1. The yield is 0.0500. (9) The reactants are [CH2:1]([NH:3][CH2:4][CH3:5])[CH3:2].[C:6]([O:10][C:11]([C:13]1[C:14](OS(C(F)(F)F)(=O)=O)=[N:15][C:16]2[C:21]([C:22]=1[C:23]1[CH:28]=[CH:27][CH:26]=[C:25]([CH:29]([CH3:31])[CH3:30])[CH:24]=1)=[CH:20][C:19]([Cl:32])=[CH:18][CH:17]=2)=[O:12])([CH3:9])([CH3:8])[CH3:7].C(=O)([O-])[O-].[K+].[K+]. The catalyst is C1COCC1. The product is [C:6]([O:10][C:11]([C:13]1[C:14]([N:3]([CH2:4][CH3:5])[CH2:1][CH3:2])=[N:15][C:16]2[C:21]([C:22]=1[C:23]1[CH:28]=[CH:27][CH:26]=[C:25]([CH:29]([CH3:30])[CH3:31])[CH:24]=1)=[CH:20][C:19]([Cl:32])=[CH:18][CH:17]=2)=[O:12])([CH3:7])([CH3:8])[CH3:9]. The yield is 0.640.